From a dataset of Reaction yield outcomes from USPTO patents with 853,638 reactions. Predict the reaction yield, written as a fraction of the theoretical maximum amount of product (1.0 means a 100% yield; for example, 0.34 means a 34% yield). (1) The reactants are [C:1]1([S:7]([C:9]2[CH:14]=[CH:13][CH:12]=[CH:11][CH:10]=2)=O)[CH:6]=[CH:5][CH:4]=[CH:3][CH:2]=1.[O:15]1[C:25]2[C:20](=[CH:21][CH:22]=[CH:23][CH:24]=2)[CH:19]=[CH:18][C:16]1=[O:17].[F:26][C:27]([F:40])([F:39])[S:28]([O:31]S(C(F)(F)F)(=O)=O)(=[O:30])=[O:29]. The catalyst is ClCCl. The product is [F:26][C:27]([F:40])([F:39])[S:28]([O-:31])(=[O:30])=[O:29].[C:9]1([S+:7]([C:1]2[CH:2]=[CH:3][CH:4]=[CH:5][CH:6]=2)[C:23]2[CH:24]=[C:25]3[C:20]([CH:19]=[CH:18][C:16](=[O:17])[O:15]3)=[CH:21][CH:22]=2)[CH:10]=[CH:11][CH:12]=[CH:13][CH:14]=1. The yield is 0.670. (2) The reactants are [H-].[Na+].[Cl:3][C:4]1[N:9]=[CH:8][C:7]([C:10]2[NH:14][C:13]([C@@H:15]3[CH2:19][CH2:18][CH2:17][N:16]3[C:20]([O:22][C:23]([CH3:26])([CH3:25])[CH3:24])=[O:21])=[N:12][CH:11]=2)=[CH:6][N:5]=1.[CH3:27][Si:28]([CH2:31][CH2:32][O:33][CH2:34]Cl)([CH3:30])[CH3:29]. The catalyst is CN(C=O)C. The product is [Cl:3][C:4]1[N:9]=[CH:8][C:7]([C:10]2[N:14]([CH2:34][O:33][CH2:32][CH2:31][Si:28]([CH3:30])([CH3:29])[CH3:27])[C:13]([C@@H:15]3[CH2:19][CH2:18][CH2:17][N:16]3[C:20]([O:22][C:23]([CH3:26])([CH3:25])[CH3:24])=[O:21])=[N:12][CH:11]=2)=[CH:6][N:5]=1. The yield is 0.850. (3) The reactants are [OH:1][CH2:2][CH2:3][C:4]#[C:5][C:6]1[CH:15]=[C:14]2[C:9]([CH:10]=[CH:11][C:12](=[O:16])[O:13]2)=[CH:8][CH:7]=1. The catalyst is CO.[Pd]. The product is [OH:1][CH2:2][CH2:3][CH2:4][CH2:5][C:6]1[CH:15]=[C:14]2[C:9]([CH:10]=[CH:11][C:12](=[O:16])[O:13]2)=[CH:8][CH:7]=1. The yield is 0.960. (4) The yield is 0.960. The reactants are [Mg].Cl[C:3]1[CH:4]=[CH:5][C:6]([F:11])=[C:7]([CH:10]=1)[C:8]#[N:9].CN(C)[CH:14]=[O:15]. The product is [F:11][C:6]1[CH:5]=[CH:4][C:3]([CH:14]=[O:15])=[CH:10][C:7]=1[C:8]#[N:9]. The catalyst is O1CCCC1.II. (5) The reactants are CC[O:3][C:4]([C:6]1(CC)[CH2:11][N:10]([C:12]([O:14][C:15]([CH3:18])([CH3:17])[CH3:16])=[O:13])[C:9]2[CH:19]=[C:20]([Cl:23])[CH:21]=[CH:22][C:8]=2[O:7]1)=[O:5].[OH-].[Li+]. The catalyst is C1COCC1.O. The product is [C:15]([O:14][C:12]([N:10]1[C:9]2[CH:19]=[C:20]([Cl:23])[CH:21]=[CH:22][C:8]=2[O:7][CH:6]([C:4]([OH:5])=[O:3])[CH2:11]1)=[O:13])([CH3:18])([CH3:16])[CH3:17]. The yield is 0.970. (6) The reactants are [Br-].[C:2]([C:5]1[N:9]([CH:10]([CH3:12])[CH3:11])[C:8]([CH2:13][P+](C2C=CC=CC=2)(C2C=CC=CC=2)C2C=CC=CC=2)=[C:7]([C:33]2[CH:38]=[CH:37][C:36]([F:39])=[CH:35][CH:34]=2)[C:6]=1[C:40]1[CH:45]=[CH:44][CH:43]=[CH:42][CH:41]=1)(=[O:4])[NH2:3].C[Si]([N-][Si](C)(C)C)(C)C.[Na+].[C:56]([O:60][C:61](=[O:73])[CH2:62][CH:63]1[CH2:68][CH:67]([CH:69]=O)[O:66][C:65]([CH3:72])([CH3:71])[O:64]1)([CH3:59])([CH3:58])[CH3:57]. The catalyst is C1COCC1. The product is [C:56]([O:60][C:61](=[O:73])[CH2:62][C@H:63]1[CH2:68][C@H:67](/[CH:69]=[CH:13]/[C:8]2[N:9]([CH:10]([CH3:12])[CH3:11])[C:5]([C:2](=[O:4])[NH2:3])=[C:6]([C:40]3[CH:45]=[CH:44][CH:43]=[CH:42][CH:41]=3)[C:7]=2[C:33]2[CH:38]=[CH:37][C:36]([F:39])=[CH:35][CH:34]=2)[O:66][C:65]([CH3:72])([CH3:71])[O:64]1)([CH3:59])([CH3:57])[CH3:58]. The yield is 0.780. (7) The product is [F:20][C:21]1[CH:22]=[C:23]([CH2:24][C:17]#[N:18])[CH:26]=[CH:27][C:28]=1[O:29][CH3:30]. The catalyst is C1COCC1.O. The yield is 0.580. The reactants are CC([O-])(C)C.[K+].CC1C=CC(S([CH2:17][N+:18]#[C-])(=O)=O)=CC=1.[F:20][C:21]1[CH:22]=[C:23]([CH:26]=[CH:27][C:28]=1[O:29][CH3:30])[CH:24]=O.CO. (8) The yield is 0.300. The product is [O:15]1[CH:16]=[CH:17][C:13]([C:4]2[CH:5]=[CH:6][CH:7]=[CH:8][C:3]=2[CH:1]=[O:2])=[CH:14]1. The catalyst is Cl[Pd](Cl)([P](C1C=CC=CC=1)(C1C=CC=CC=1)C1C=CC=CC=1)[P](C1C=CC=CC=1)(C1C=CC=CC=1)C1C=CC=CC=1.C(#N)C. The reactants are [CH:1]([C:3]1[CH:8]=[CH:7][CH:6]=[CH:5][C:4]=1B(O)O)=[O:2].Br[C:13]1[CH:17]=[CH:16][O:15][CH:14]=1.C(=O)([O-])[O-].[Na+].[Na+].